From a dataset of Catalyst prediction with 721,799 reactions and 888 catalyst types from USPTO. Predict which catalyst facilitates the given reaction. (1) Reactant: [NH2:1][C:2]1[N:10]=[CH:9][N:8]=[C:7]2[C:3]=1[N:4]=[CH:5][N:6]2[C@H:11]1[C@@H:15]2[O:16][C:17]([CH3:20])([CH3:19])[O:18][C@@H:14]2[C@@H:13]([CH2:21][N:22]([CH3:27])[CH2:23][CH2:24][CH2:25][NH2:26])[O:12]1.[Cl:28][C:29]1[CH:34]=[C:33]([N:35]=[C:36]=[O:37])[CH:32]=[CH:31][C:30]=1[F:38].O. The catalyst class is: 2. Product: [NH2:1][C:2]1[N:10]=[CH:9][N:8]=[C:7]2[C:3]=1[N:4]=[CH:5][N:6]2[C@H:11]1[C@@H:15]2[O:16][C:17]([CH3:19])([CH3:20])[O:18][C@@H:14]2[C@@H:13]([CH2:21][N:22]([CH3:27])[CH2:23][CH2:24][CH2:25][NH:26][C:36]([NH:35][C:33]2[CH:32]=[CH:31][C:30]([F:38])=[C:29]([Cl:28])[CH:34]=2)=[O:37])[O:12]1. (2) Reactant: [C:1]([O:5][C:6]([N:8]1[C@H:12]([CH2:13][F:14])[C@@H:11]([C:15]2[CH:20]=[CH:19][C:18]([C:21]3[CH:22]=[N:23][C:24]([C:27](=O)[NH:28][CH2:29][CH3:30])=[CH:25][CH:26]=3)=[CH:17][CH:16]=2)[O:10][C:9]1([CH3:33])[CH3:32])=[O:7])([CH3:4])([CH3:3])[CH3:2].C1(C)C=CC=CC=1.CSC. Product: [C:1]([O:5][C:6]([N:8]1[C@H:12]([CH2:13][F:14])[C@@H:11]([C:15]2[CH:20]=[CH:19][C:18]([C:21]3[CH:22]=[N:23][C:24]([CH2:27][NH:28][CH2:29][CH3:30])=[CH:25][CH:26]=3)=[CH:17][CH:16]=2)[O:10][C:9]1([CH3:32])[CH3:33])=[O:7])([CH3:4])([CH3:3])[CH3:2]. The catalyst class is: 7. (3) Reactant: [CH2:1]([C:5]1[S:9][C:8]([C:10]([OH:12])=O)=[CH:7][CH:6]=1)[CH:2]([CH3:4])[CH3:3].[CH3:13][Li]. Product: [CH2:1]([C:5]1[S:9][C:8]([C:10](=[O:12])[CH3:13])=[CH:7][CH:6]=1)[CH:2]([CH3:3])[CH3:4]. The catalyst class is: 27. (4) Reactant: CC([P:7]([O:10][CH3:11])([OH:9])=[O:8])(C([O-])=O)C.[CH3:12][Si]([N-][Si](C)(C)C)(C)C.[Na+].Br[CH2:23][C:24]([CH3:47])=[CH:25][CH2:26][C:27]1[C:35]([O:36][CH2:37][CH2:38][Si:39]([CH3:42])([CH3:41])[CH3:40])=[C:34]2[C:30]([CH2:31][O:32][C:33]2=[O:43])=[C:29]([CH3:44])[C:28]=1[O:45][CH3:46].[Cl-].[NH4+].C[CH2:51][O:52][C:53]([CH3:55])=[O:54]. Product: [CH3:51][O:52][C:53](=[O:54])[CH:55]([P:7]([O:9][CH3:12])([O:10][CH3:11])=[O:8])[CH2:23][C:24]([CH3:47])=[CH:25][CH2:26][C:27]1[C:35]([O:36][CH2:37][CH2:38][Si:39]([CH3:42])([CH3:41])[CH3:40])=[C:34]2[C:30](=[C:29]([CH3:44])[C:28]=1[O:45][CH3:46])[CH2:31][O:32][C:33]2=[O:43]. The catalyst class is: 1. (5) Reactant: N1C=CC(C2N(C3N=CSC=3)CC=CC=2C([O-])=O)=CC=1.Br[CH2:22][C:23]([C:25]1[C:30](=[O:31])[NH:29][C:28]([CH:32]2[CH2:34][CH2:33]2)=[C:27]([C:35]([O:37][CH2:38][CH3:39])=[O:36])[CH:26]=1)=O.[CH:40]1[C:45]([C:46]([NH2:48])=[S:47])=[CH:44][CH:43]=[N:42][CH:41]=1. Product: [CH:32]1([C:28]2[NH:29][C:30](=[O:31])[C:25]([C:23]3[N:48]=[C:46]([C:45]4[CH:44]=[CH:43][N:42]=[CH:41][CH:40]=4)[S:47][CH:22]=3)=[CH:26][C:27]=2[C:35]([O:37][CH2:38][CH3:39])=[O:36])[CH2:34][CH2:33]1. The catalyst class is: 14. (6) Product: [CH3:28][O:27][N:26]([CH3:25])[C:13]([C:11]1[CH:10]=[N:9][N:8]([CH2:7][C:6]2[CH:5]=[CH:4][C:3]([O:2][CH3:1])=[CH:17][CH:16]=2)[CH:12]=1)=[O:15]. The catalyst class is: 59. Reactant: [CH3:1][O:2][C:3]1[CH:17]=[CH:16][C:6]([CH2:7][N:8]2[CH:12]=[C:11]([C:13]([OH:15])=O)[CH:10]=[N:9]2)=[CH:5][CH:4]=1.C(Cl)(=O)C(Cl)=O.Cl.[CH3:25][NH:26][O:27][CH3:28].CCN(CC)CC.